From a dataset of Forward reaction prediction with 1.9M reactions from USPTO patents (1976-2016). Predict the product of the given reaction. (1) Given the reactants [NH2:1][C@@H:2]([CH2:6][Si:7]([CH3:10])([CH3:9])[CH3:8])[C:3]([OH:5])=[O:4].CN([Si](C)(C)C)C(=O)C(F)(F)F.[O:23]1[CH2:28][CH2:27][N:26]([C:29](Cl)=[O:30])[CH2:25][CH2:24]1.C(=O)=O, predict the reaction product. The product is: [N:26]1([C:29]([NH:1][C@@H:2]([CH2:6][Si:7]([CH3:10])([CH3:9])[CH3:8])[C:3]([OH:5])=[O:4])=[O:30])[CH2:27][CH2:28][O:23][CH2:24][CH2:25]1. (2) Given the reactants I[C:2]1[C:10]2[O:9][CH:8]=[CH:7][C:6]=2[CH:5]=[C:4]([S:11]([NH:14][C:15]2[CH:20]=[C:19]([CH3:21])[CH:18]=[CH:17][C:16]=2[O:22][CH3:23])(=[O:13])=[O:12])[CH:3]=1.[CH3:24][CH:25]1[CH2:30][NH:29][CH2:28][CH2:27][NH:26]1.[C:31]([O-])([O-])=[O:32].[K+].[K+].[OH-].[Na+], predict the reaction product. The product is: [CH3:23][O:22][C:16]1[CH:17]=[CH:18][C:19]([CH3:21])=[CH:20][C:15]=1[NH:14][S:11]([C:4]1[CH:3]=[C:2]([C:31]([N:29]2[CH2:28][CH2:27][NH:26][CH:25]([CH3:24])[CH2:30]2)=[O:32])[C:10]2[O:9][CH:8]=[CH:7][C:6]=2[CH:5]=1)(=[O:13])=[O:12]. (3) Given the reactants [OH-].[K+].[N+:3]([C:6]1[CH:7]=[C:8]([C:16]2[CH:21]=[CH:20][CH:19]=[CH:18][CH:17]=2)[CH:9]=[CH:10][C:11]=1[NH:12]C(=O)C)([O-:5])=[O:4].C(O)C, predict the reaction product. The product is: [N+:3]([C:6]1[CH:7]=[C:8]([C:16]2[CH:21]=[CH:20][CH:19]=[CH:18][CH:17]=2)[CH:9]=[CH:10][C:11]=1[NH2:12])([O-:5])=[O:4]. (4) Given the reactants [F:1][C:2]1[CH:9]=[CH:8][C:5]([NH:6][CH3:7])=[CH:4][CH:3]=1.Br.Br[CH:12]([C:14]1[CH:15]=[C:16]([C:31]([N:33]([CH3:35])[CH3:34])=[O:32])[CH:17]=[C:18]2[C:23]=1[O:22][C:21]([N:24]1[CH2:29][CH2:28][O:27][CH2:26][CH2:25]1)=[CH:20][C:19]2=[O:30])[CH3:13], predict the reaction product. The product is: [F:1][C:2]1[CH:9]=[CH:8][C:5]([N:6]([CH3:7])[CH:12]([C:14]2[CH:15]=[C:16]([C:31]([N:33]([CH3:35])[CH3:34])=[O:32])[CH:17]=[C:18]3[C:23]=2[O:22][C:21]([N:24]2[CH2:29][CH2:28][O:27][CH2:26][CH2:25]2)=[CH:20][C:19]3=[O:30])[CH3:13])=[CH:4][CH:3]=1. (5) Given the reactants Br[C:2]1[CH:7]=[CH:6][C:5]([C:8]2[CH:13]=[CH:12][C:11]([CH2:14][C:15]3[N:16]([C:28]4[CH:33]=[CH:32][C:31]([N:34]5[S:38](=[O:40])(=[O:39])[NH:37][C:36](=[O:41])[CH2:35]5)=[CH:30][CH:29]=4)[CH:17]=[C:18]([C:20]4[CH:25]=[CH:24][C:23]([Cl:26])=[CH:22][C:21]=4[Cl:27])[N:19]=3)=[CH:10][CH:9]=2)=[CH:4][CH:3]=1.[CH3:42][N:43]1[CH2:48][CH2:47][NH:46][CH2:45][CH2:44]1, predict the reaction product. The product is: [Cl:27][C:21]1[CH:22]=[C:23]([Cl:26])[CH:24]=[CH:25][C:20]=1[C:18]1[N:19]=[C:15]([CH2:14][C:11]2[CH:12]=[CH:13][C:8]([C:5]3[CH:6]=[CH:7][C:2]([N:46]4[CH2:47][CH2:48][N:43]([CH3:42])[CH2:44][CH2:45]4)=[CH:3][CH:4]=3)=[CH:9][CH:10]=2)[N:16]([C:28]2[CH:33]=[CH:32][C:31]([N:34]3[S:38](=[O:40])(=[O:39])[NH:37][C:36](=[O:41])[CH2:35]3)=[CH:30][CH:29]=2)[CH:17]=1. (6) Given the reactants [CH3:1][O:2][C:3](=[O:29])/[CH:4]=[CH:5]/[C:6]1[CH:7]=[C:8]2[C:25](=[CH:26][CH:27]=1)[O:24][C:11]1([CH2:16][CH2:15][N:14]([C:17](OC(C)(C)C)=O)[CH2:13][CH2:12]1)[CH2:10][C:9]2=[O:28].BrC[CH2:32][C:33]1[CH:38]=[CH:37][CH:36]=[CH:35][C:34]=1[F:39], predict the reaction product. The product is: [CH3:1][O:2][C:3](=[O:29])/[CH:4]=[CH:5]/[C:6]1[CH:7]=[C:8]2[C:25](=[CH:26][CH:27]=1)[O:24][C:11]1([CH2:12][CH2:13][N:14]([CH2:17][CH2:32][C:33]3[CH:38]=[CH:37][CH:36]=[CH:35][C:34]=3[F:39])[CH2:15][CH2:16]1)[CH2:10][C:9]2=[O:28]. (7) Given the reactants [C:1]([CH2:14]I)(=[O:13])/[CH:2]=[CH:3]/[C:4]1[CH:12]=[CH:11][C:9]([OH:10])=[C:6]([O:7][CH3:8])[CH:5]=1.[Na].[K].[C:18]([OH:31])(=[O:30])/[CH:19]=[CH:20]/[C:21]1[CH:29]=[CH:28][C:26]([OH:27])=[C:23]([O:24][CH3:25])[CH:22]=1, predict the reaction product. The product is: [CH3:8][O:7][C:6]1[CH:5]=[C:4](/[CH:3]=[CH:2]/[C:1]([CH2:14][O:31][C:18](/[CH:19]=[CH:20]/[C:21]2[CH:29]=[CH:28][C:26]([OH:27])=[C:23]([O:24][CH3:25])[CH:22]=2)=[O:30])=[O:13])[CH:12]=[CH:11][C:9]=1[OH:10].